Dataset: Reaction yield outcomes from USPTO patents with 853,638 reactions. Task: Predict the reaction yield, written as a fraction of the theoretical maximum amount of product (1.0 means a 100% yield; for example, 0.34 means a 34% yield). The reactants are [CH:1]([C@@H:14]1[CH2:20][C@H:19]2[C@H:17]([O:18]2)[CH2:16][O:15]1)([C:8]1[CH:13]=[CH:12][CH:11]=[CH:10][CH:9]=1)[C:2]1[CH:7]=[CH:6][CH:5]=[CH:4][CH:3]=1.[CH2:21]([NH2:28])[C:22]1[CH:27]=[CH:26][CH:25]=[CH:24][CH:23]=1. No catalyst specified. The product is [CH:1]([C@H:14]1[O:15][CH2:16][C@@H:17]([OH:18])[C@H:19]([NH:28][CH2:21][C:22]2[CH:27]=[CH:26][CH:25]=[CH:24][CH:23]=2)[CH2:20]1)([C:8]1[CH:9]=[CH:10][CH:11]=[CH:12][CH:13]=1)[C:2]1[CH:3]=[CH:4][CH:5]=[CH:6][CH:7]=1. The yield is 0.860.